This data is from Forward reaction prediction with 1.9M reactions from USPTO patents (1976-2016). The task is: Predict the product of the given reaction. (1) The product is: [N:1]([C:4]1[CH:12]=[C:11]([F:13])[CH:10]=[CH:9][C:5]=1[C:6]([Cl:16])=[O:7])=[N+:2]=[N-:3]. Given the reactants [N:1]([C:4]1[CH:12]=[C:11]([F:13])[CH:10]=[CH:9][C:5]=1[C:6](O)=[O:7])=[N+:2]=[N-:3].S(Cl)([Cl:16])=O, predict the reaction product. (2) Given the reactants [CH3:1][C:2]1[N:3]=[C:4]([CH2:7][N:8]2[C:16]3[C:11](=[C:12]([N+:17]([O-])=O)[CH:13]=[CH:14][CH:15]=3)[C:10]([CH:20]=[CH2:21])=[N:9]2)[S:5][CH:6]=1, predict the reaction product. The product is: [CH2:20]([C:10]1[C:11]2[C:12]([NH2:17])=[CH:13][CH:14]=[CH:15][C:16]=2[N:8]([CH2:7][C:4]2[S:5][CH:6]=[C:2]([CH3:1])[N:3]=2)[N:9]=1)[CH3:21]. (3) Given the reactants [Cl:1][C:2]1[CH:17]=[CH:16][C:15]([Cl:18])=[CH:14][C:3]=1[O:4][C:5]1[N:13]=[CH:12][CH:11]=[CH:10][C:6]=1[C:7]([OH:9])=O.C(N(C(C)C)C(C)C)C.CN(C(ON1N=NC2C=CC=NC1=2)=[N+](C)C)C.F[P-](F)(F)(F)(F)F.[CH3:52][NH:53][C:54]1[C:55]([NH2:60])=[CH:56][CH:57]=[CH:58][CH:59]=1, predict the reaction product. The product is: [NH2:60][C:55]1[CH:56]=[CH:57][CH:58]=[CH:59][C:54]=1[N:53]([CH3:52])[C:7](=[O:9])[C:6]1[CH:10]=[CH:11][CH:12]=[N:13][C:5]=1[O:4][C:3]1[CH:14]=[C:15]([Cl:18])[CH:16]=[CH:17][C:2]=1[Cl:1].